Dataset: Full USPTO retrosynthesis dataset with 1.9M reactions from patents (1976-2016). Task: Predict the reactants needed to synthesize the given product. (1) Given the product [F:10][C:7]1[CH:8]=[CH:9][C:2]([B:11]2[O:15][C:14]([CH3:17])([CH3:16])[C:13]([CH3:19])([CH3:18])[O:12]2)=[C:3]([CH:6]=1)[C:4]#[N:5], predict the reactants needed to synthesize it. The reactants are: Br[C:2]1[CH:9]=[CH:8][C:7]([F:10])=[CH:6][C:3]=1[C:4]#[N:5].[B:11]1([B:11]2[O:15][C:14]([CH3:17])([CH3:16])[C:13]([CH3:19])([CH3:18])[O:12]2)[O:15][C:14]([CH3:17])([CH3:16])[C:13]([CH3:19])([CH3:18])[O:12]1.C([O-])(=O)C.[K+]. (2) Given the product [NH2:1][CH2:4][CH:5]([OH:21])[CH2:6][CH:7]1[C:16]2[CH:15]=[CH:14][S:13][C:12]=2[CH2:11][CH2:10][C:9]2[CH:17]=[CH:18][CH:19]=[CH:20][C:8]1=2, predict the reactants needed to synthesize it. The reactants are: [N:1]([CH2:4][CH:5]([OH:21])[CH2:6][CH:7]1[C:16]2[CH:15]=[CH:14][S:13][C:12]=2[CH2:11][CH2:10][C:9]2[CH:17]=[CH:18][CH:19]=[CH:20][C:8]1=2)=[N+]=[N-].C1C=CC(P(C2C=CC=CC=2)C2C=CC=CC=2)=CC=1.O. (3) Given the product [CH2:34]([O:28][C:27](=[O:29])[CH2:26][CH2:25][CH2:24][CH2:23][CH2:22][CH2:21][CH2:20][CH2:19][CH2:18][CH2:17][S:16][C:7]1[C:8](=[O:15])[C:9]2[C:4]([C:5](=[O:30])[CH:6]=1)=[C:3]([O:2][CH3:1])[CH:12]=[CH:11][C:10]=2[O:13][CH3:14])[CH:35]([CH3:36])[CH3:53], predict the reactants needed to synthesize it. The reactants are: [CH3:1][O:2][C:3]1[CH:12]=[CH:11][C:10]([O:13][CH3:14])=[C:9]2[C:4]=1[C:5](=[O:30])[CH:6]=[C:7]([S:16][CH2:17][CH2:18][CH2:19][CH2:20][CH2:21][CH2:22][CH2:23][CH2:24][CH2:25][CH2:26][C:27]([OH:29])=[O:28])[C:8]2=[O:15].Cl.CN(C)[CH2:34][CH2:35][CH2:36]N=C=NCC.Cl.[Cl-].[Na+].S([O-])([O-])(=O)=O.[Na+].[Na+].[CH:53](Cl)(Cl)Cl.